The task is: Predict the product of the given reaction.. This data is from Forward reaction prediction with 1.9M reactions from USPTO patents (1976-2016). Given the reactants [CH:1]([C:4]1[CH:9]=[CH:8][C:7]([S:10]([C:13]2[CH:18]=[CH:17][CH:16]=[CH:15][CH:14]=2)(=[O:12])=[O:11])=[CH:6][CH:5]=1)([CH3:3])[CH3:2].[Cl:19][S:20](O)(=[O:22])=[O:21].Cl, predict the reaction product. The product is: [CH:1]([C:4]1[CH:9]=[CH:8][C:7]([S:10]([C:13]2[CH:18]=[CH:17][CH:16]=[CH:15][CH:14]=2)(=[O:11])=[O:12])=[CH:6][C:5]=1[S:20]([Cl:19])(=[O:22])=[O:21])([CH3:3])[CH3:2].